This data is from Full USPTO retrosynthesis dataset with 1.9M reactions from patents (1976-2016). The task is: Predict the reactants needed to synthesize the given product. (1) Given the product [CH:31]([C:34]1[CH:39]=[CH:38][C:37]([C:23]2[C:24]([CH3:26])=[CH:25][C:20]([O:19][CH:14]([C:11]3[CH:10]=[CH:9][C:8]([C:7]([NH:6][CH2:5][CH2:4][C:3]([OH:2])=[O:30])=[O:29])=[CH:13][CH:12]=3)[CH2:15][CH:16]([CH3:18])[CH3:17])=[CH:21][C:22]=2[CH3:28])=[CH:36][CH:35]=1)([CH3:33])[CH3:32], predict the reactants needed to synthesize it. The reactants are: C[O:2][C:3](=[O:30])[CH2:4][CH2:5][NH:6][C:7](=[O:29])[C:8]1[CH:13]=[CH:12][C:11]([CH:14]([O:19][C:20]2[CH:25]=[C:24]([CH3:26])[C:23](Br)=[C:22]([CH3:28])[CH:21]=2)[CH2:15][CH:16]([CH3:18])[CH3:17])=[CH:10][CH:9]=1.[CH:31]([C:34]1[CH:39]=[CH:38][C:37](B(O)O)=[CH:36][CH:35]=1)([CH3:33])[CH3:32]. (2) Given the product [CH2:1]([N:8]1[C:12]2[CH:13]=[C:14]([NH:26][CH2:25][CH2:23][OH:24])[C:15]3[N:16]([C:17]([CH3:20])=[N:18][N:19]=3)[C:11]=2[CH:10]=[C:9]1[CH3:22])[C:2]1[CH:7]=[CH:6][CH:5]=[CH:4][CH:3]=1, predict the reactants needed to synthesize it. The reactants are: [CH2:1]([N:8]1[C:12]2[CH:13]=[C:14](Cl)[C:15]3[N:16]([C:17]([CH3:20])=[N:18][N:19]=3)[C:11]=2[CH:10]=[C:9]1[CH3:22])[C:2]1[CH:7]=[CH:6][CH:5]=[CH:4][CH:3]=1.[CH2:23]([CH2:25][NH2:26])[OH:24].C([O-])([O-])=O.[Cs+].[Cs+]. (3) Given the product [CH2:2]([O:9][C:10]([NH:12][CH2:13][CH2:14][CH2:15][CH2:16][CH2:17][CH2:18][CH2:19][CH2:20][CH2:21][CH2:22][CH2:23][C:24]([O:26][CH2:27][C@H:28]([CH2:47][OH:48])[O:29][C:30](=[O:46])[CH2:31][CH2:32][CH2:33][CH2:34][CH2:35][CH2:36][CH2:37][CH2:38][CH2:39][CH2:40][CH2:41][CH2:42][CH2:43][CH2:44][CH3:45])=[O:25])=[O:11])[C:3]1[CH:4]=[CH:5][CH:6]=[CH:7][CH:8]=1, predict the reactants needed to synthesize it. The reactants are: O.[CH2:2]([O:9][C:10]([NH:12][CH2:13][CH2:14][CH2:15][CH2:16][CH2:17][CH2:18][CH2:19][CH2:20][CH2:21][CH2:22][CH2:23][C:24]([O:26][CH2:27][C@H:28]([CH2:47][O:48]CC1C=CC(OC)=CC=1)[O:29][C:30](=[O:46])[CH2:31][CH2:32][CH2:33][CH2:34][CH2:35][CH2:36][CH2:37][CH2:38][CH2:39][CH2:40][CH2:41][CH2:42][CH2:43][CH2:44][CH3:45])=[O:25])=[O:11])[C:3]1[CH:8]=[CH:7][CH:6]=[CH:5][CH:4]=1.C(C1C(=O)C(Cl)=C(Cl)C(=O)C=1C#N)#N. (4) The reactants are: [F:1][C:2]([F:28])([F:27])[C:3]([CH2:18][NH:19]CC1C=CC=CC=1)([OH:17])[CH2:4][C:5]([C:8]1[CH:13]=[C:12]([F:14])[CH:11]=[CH:10][C:9]=1[O:15][CH3:16])([CH3:7])[CH3:6].[H][H]. Given the product [NH2:19][CH2:18][C:3]([OH:17])([CH2:4][C:5]([C:8]1[CH:13]=[C:12]([F:14])[CH:11]=[CH:10][C:9]=1[O:15][CH3:16])([CH3:7])[CH3:6])[C:2]([F:28])([F:27])[F:1], predict the reactants needed to synthesize it. (5) Given the product [Si:1]([O:18][C@H:19]1[C:28]2[C:23](=[CH:24][CH:25]=[CH:26][CH:27]=2)[C@H:22]([NH:29][C:51]2[C:52]([N+:58]([O-:60])=[O:59])=[CH:53][N:54]=[C:49]([N:46]3[C:45]4[CH:61]=[C:41]([C:39]#[N:40])[CH:42]=[CH:43][C:44]=4[N:48]=[CH:47]3)[N:50]=2)[CH2:21][CH2:20]1)([C:14]([CH3:16])([CH3:17])[CH3:15])([C:8]1[CH:9]=[CH:10][CH:11]=[CH:12][CH:13]=1)[C:2]1[CH:7]=[CH:6][CH:5]=[CH:4][CH:3]=1, predict the reactants needed to synthesize it. The reactants are: [Si:1]([O:18][C@H:19]1[C:28]2[C:23](=[CH:24][CH:25]=[CH:26][CH:27]=2)[C@H:22]([NH2:29])[CH2:21][CH2:20]1)([C:14]([CH3:17])([CH3:16])[CH3:15])([C:8]1[CH:13]=[CH:12][CH:11]=[CH:10][CH:9]=1)[C:2]1[CH:7]=[CH:6][CH:5]=[CH:4][CH:3]=1.CCN(C(C)C)C(C)C.[C:39]([C:41]1[CH:42]=[CH:43][C:44]2[N:48]=[CH:47][N:46]([C:49]3[N:54]=[C:53](SC#N)[C:52]([N+:58]([O-:60])=[O:59])=[CH:51][N:50]=3)[C:45]=2[CH:61]=1)#[N:40]. (6) Given the product [O:1]1[CH2:6][CH2:5][CH:4]([CH2:7][CH2:8][C:9]([OH:11])=[O:10])[CH2:3][CH2:2]1, predict the reactants needed to synthesize it. The reactants are: [O:1]1[CH2:6][CH2:5][CH:4](/[CH:7]=[CH:8]\[C:9]([O:11]CC)=[O:10])[CH2:3][CH2:2]1.[H][H].[OH-].[Na+].O. (7) Given the product [CH3:15][C:13]1[N:12]=[CH:11][N:10]([C:5]2[CH:4]=[CH:3][C:2]([NH:27][C:24]3[N:25]=[CH:26][N:22]([CH2:21][C:20]4[CH:28]=[CH:29][CH:30]=[C:18]([C:17]([F:32])([F:16])[F:31])[CH:19]=4)[N:23]=3)=[CH:9][C:6]=2[C:7]#[N:8])[CH:14]=1, predict the reactants needed to synthesize it. The reactants are: Br[C:2]1[CH:3]=[CH:4][C:5]([N:10]2[CH:14]=[C:13]([CH3:15])[N:12]=[CH:11]2)=[C:6]([CH:9]=1)[C:7]#[N:8].[F:16][C:17]([F:32])([F:31])[C:18]1[CH:19]=[C:20]([CH:28]=[CH:29][CH:30]=1)[CH2:21][N:22]1[CH:26]=[N:25][C:24]([NH2:27])=[N:23]1. (8) Given the product [C:14]1([C:13]([C:20]2[CH:21]=[CH:22][CH:23]=[CH:24][CH:25]=2)([C:26]2[CH:27]=[CH:28][CH:29]=[CH:30][CH:31]=2)[S:1][C:2]2[CH:3]=[CH:4][C:5]([CH2:8][C:9]([OH:11])=[O:10])=[CH:6][CH:7]=2)[CH:15]=[CH:16][CH:17]=[CH:18][CH:19]=1, predict the reactants needed to synthesize it. The reactants are: [SH:1][C:2]1[CH:7]=[CH:6][C:5]([CH2:8][C:9]([OH:11])=[O:10])=[CH:4][CH:3]=1.Cl[C:13]([C:26]1[CH:31]=[CH:30][CH:29]=[CH:28][CH:27]=1)([C:20]1[CH:25]=[CH:24][CH:23]=[CH:22][CH:21]=1)[C:14]1[CH:19]=[CH:18][CH:17]=[CH:16][CH:15]=1. (9) Given the product [CH3:1][O:2][C:3]1[CH:11]=[CH:10][CH:9]=[C:8]2[C:4]=1[CH:5]=[C:6]([C:13]([NH:37][C:38]1[CH:43]=[CH:42][C:41]([B:44]3[O:45][C:46]([CH3:47])([CH3:48])[C:49]([CH3:51])([CH3:50])[O:52]3)=[CH:40][C:39]=1[O:53][CH3:54])=[O:15])[N:7]2[CH3:12], predict the reactants needed to synthesize it. The reactants are: [CH3:1][O:2][C:3]1[CH:11]=[CH:10][CH:9]=[C:8]2[C:4]=1[CH:5]=[C:6]([C:13]([OH:15])=O)[N:7]2[CH3:12].C(Cl)(=O)C(Cl)=O.COC1C=CC=C2C=1C=C(C(Cl)=O)N2C.[NH2:37][C:38]1[CH:43]=[CH:42][C:41]([B:44]2[O:52][C:49]([CH3:51])([CH3:50])[C:46]([CH3:48])([CH3:47])[O:45]2)=[CH:40][C:39]=1[O:53][CH3:54]. (10) Given the product [Br:1][C:2]1[CH:7]=[CH:6][C:5]2[N:8]([CH2:9][CH:10]3[CH2:15][CH2:14][N:13]([C:16]([O:18][CH2:19][C:20]4[CH:25]=[CH:24][CH:23]=[CH:22][CH:21]=4)=[O:17])[CH2:12][CH2:11]3)[CH:29]=[N:26][C:4]=2[CH:3]=1, predict the reactants needed to synthesize it. The reactants are: [Br:1][C:2]1[CH:7]=[CH:6][C:5]([NH:8][CH2:9][CH:10]2[CH2:15][CH2:14][N:13]([C:16]([O:18][CH2:19][C:20]3[CH:25]=[CH:24][CH:23]=[CH:22][CH:21]=3)=[O:17])[CH2:12][CH2:11]2)=[C:4]([N+:26]([O-])=O)[CH:3]=1.[CH:29](OCC)(OCC)OCC.